This data is from Catalyst prediction with 721,799 reactions and 888 catalyst types from USPTO. The task is: Predict which catalyst facilitates the given reaction. (1) Reactant: Br[C:2]1[C:7]([Cl:8])=[CH:6][N:5]=[C:4]([C:9]2[S:13][C:12]([S:14]([NH:17][NH:18][C:19]([O:21][C:22]([CH3:25])([CH3:24])[CH3:23])=[O:20])(=[O:16])=[O:15])=[CH:11][CH:10]=2)[N:3]=1.[CH:26]1([C:29]2[NH:33][N:32]=[C:31]([NH2:34])[CH:30]=2)[CH2:28][CH2:27]1. Product: [Cl:8][C:7]1[C:2]([NH:34][C:31]2[CH:30]=[C:29]([CH:26]3[CH2:28][CH2:27]3)[NH:33][N:32]=2)=[N:3][C:4]([C:9]2[S:13][C:12]([S:14]([NH:17][NH:18][C:19]([O:21][C:22]([CH3:25])([CH3:24])[CH3:23])=[O:20])(=[O:16])=[O:15])=[CH:11][CH:10]=2)=[N:5][CH:6]=1. The catalyst class is: 51. (2) Reactant: [O:1]=[C:2]1[NH:16][C:5]2=[CH:6][C:7]3[CH:8]=[C:9]([C:13]([OH:15])=O)[NH:10][C:11]=3[CH:12]=[C:4]2[O:3]1.[CH2:17]([CH:24]1[CH2:29][CH2:28][NH:27][CH2:26][CH2:25]1)[C:18]1[CH:23]=[CH:22][CH:21]=[CH:20][CH:19]=1. Product: [CH2:17]([CH:24]1[CH2:29][CH2:28][N:27]([C:13]([C:9]2[NH:10][C:11]3[CH:12]=[C:4]4[O:3][C:2](=[O:1])[NH:16][C:5]4=[CH:6][C:7]=3[CH:8]=2)=[O:15])[CH2:26][CH2:25]1)[C:18]1[CH:23]=[CH:22][CH:21]=[CH:20][CH:19]=1. The catalyst class is: 27. (3) Reactant: [CH3:1][O:2][C:3]1[CH:4]=[C:5]([C:14]2[CH2:18][C:17]([C:20]3[C:21]([C:27]([F:30])([F:29])[F:28])=[N+:22]([O-:26])[CH:23]=[CH:24][CH:25]=3)(O)[O:16][N:15]=2)[CH:6]=[C:7]([N+:11]([O-:13])=[O:12])[C:8]=1[O:9][CH3:10].FC(F)(F)C(O)=O. Product: [CH3:1][O:2][C:3]1[CH:4]=[C:5]([C:14]2[CH:18]=[C:17]([C:20]3[C:21]([C:27]([F:29])([F:30])[F:28])=[N+:22]([O-:26])[CH:23]=[CH:24][CH:25]=3)[O:16][N:15]=2)[CH:6]=[C:7]([N+:11]([O-:13])=[O:12])[C:8]=1[O:9][CH3:10]. The catalyst class is: 13. (4) Reactant: C([O:8][C:9]1[C:13]([O:14]CC2C=CC=CC=2)=[C:12]([C:22]([N:24]([CH2:27][CH3:28])[CH2:25][CH3:26])=[O:23])[N:11]([C:29]2[CH:34]=[CH:33][C:32]([O:35][CH3:36])=[CH:31][CH:30]=2)[C:10]=1[C:37]([N:39]([CH2:42][CH3:43])[CH2:40][CH3:41])=[O:38])C1C=CC=CC=1. Product: [CH2:42]([N:39]([CH2:40][CH3:41])[C:37]([C:10]1[N:11]([C:29]2[CH:34]=[CH:33][C:32]([O:35][CH3:36])=[CH:31][CH:30]=2)[C:12]([C:22]([N:24]([CH2:25][CH3:26])[CH2:27][CH3:28])=[O:23])=[C:13]([OH:14])[C:9]=1[OH:8])=[O:38])[CH3:43]. The catalyst class is: 687.